Dataset: Peptide-MHC class I binding affinity with 185,985 pairs from IEDB/IMGT. Task: Regression. Given a peptide amino acid sequence and an MHC pseudo amino acid sequence, predict their binding affinity value. This is MHC class I binding data. (1) The peptide sequence is PVLKAMHDK. The MHC is HLA-A68:01 with pseudo-sequence HLA-A68:01. The binding affinity (normalized) is 0.276. (2) The peptide sequence is KTANNYETI. The MHC is HLA-A02:06 with pseudo-sequence HLA-A02:06. The binding affinity (normalized) is 0.464. (3) The peptide sequence is YSTVASSLVL. The MHC is Mamu-A02 with pseudo-sequence Mamu-A02. The binding affinity (normalized) is 1.00. (4) The peptide sequence is GSPAIFQY. The MHC is Mamu-A01 with pseudo-sequence Mamu-A01. The binding affinity (normalized) is 0.425. (5) The peptide sequence is TQFESLKIY. The MHC is HLA-B15:01 with pseudo-sequence HLA-B15:01. The binding affinity (normalized) is 0.505.